Task: Predict the product of the given reaction.. Dataset: Forward reaction prediction with 1.9M reactions from USPTO patents (1976-2016) (1) The product is: [NH2:29][C:17]1[N:16]=[C:15]([NH:1][CH2:2][CH:3]2[CH2:6][N:5]([C:7]([O:9][C:10]([CH3:13])([CH3:12])[CH3:11])=[O:8])[CH2:4]2)[CH:20]=[C:19]([C:21]2[CH:26]=[CH:25][CH:24]=[C:23]([CH3:27])[C:22]=2[CH3:28])[N:18]=1. Given the reactants [NH2:1][CH2:2][CH:3]1[CH2:6][N:5]([C:7]([O:9][C:10]([CH3:13])([CH3:12])[CH3:11])=[O:8])[CH2:4]1.Cl[C:15]1[CH:20]=[C:19]([C:21]2[CH:26]=[CH:25][CH:24]=[C:23]([CH3:27])[C:22]=2[CH3:28])[N:18]=[C:17]([NH2:29])[N:16]=1, predict the reaction product. (2) The product is: [CH3:20][N:12]([C:6]1[N:7]=[CH:8][C:9]2[C:4]([CH:5]=1)=[CH:3][C:2]([B:21]1[O:25][C:24]([CH3:27])([CH3:26])[C:23]([CH3:29])([CH3:28])[O:22]1)=[CH:11][CH:10]=2)[C:13](=[O:19])[O:14][C:15]([CH3:18])([CH3:17])[CH3:16]. Given the reactants Br[C:2]1[CH:3]=[C:4]2[C:9](=[CH:10][CH:11]=1)[CH:8]=[N:7][C:6]([N:12]([CH3:20])[C:13](=[O:19])[O:14][C:15]([CH3:18])([CH3:17])[CH3:16])=[CH:5]2.[B:21]1([B:21]2[O:25][C:24]([CH3:27])([CH3:26])[C:23]([CH3:29])([CH3:28])[O:22]2)[O:25][C:24]([CH3:27])([CH3:26])[C:23]([CH3:29])([CH3:28])[O:22]1.C([O-])(=O)C.[K+], predict the reaction product.